Dataset: Catalyst prediction with 721,799 reactions and 888 catalyst types from USPTO. Task: Predict which catalyst facilitates the given reaction. (1) Reactant: [NH2:1][C@H:2]1[CH2:7][CH2:6][C@H:5]([NH:8][C:9]2[CH:10]=[C:11]([N:28]([CH:38]3[CH2:40][CH2:39]3)CC3C=CC(OC)=CC=3)[C:12]3[N:13]([C:15]([C:18]([NH:20][C:21]4[CH:26]=[CH:25][N:24]=[C:23]([Cl:27])[CH:22]=4)=[O:19])=[CH:16][N:17]=3)[N:14]=2)[CH2:4][CH2:3]1.[Br-].[Li+].[CH3:43][C:44]1([CH3:47])[CH2:46][O:45]1.C(O)(C(F)(F)F)=O. Product: [Cl:27][C:23]1[CH:22]=[C:21]([NH:20][C:18]([C:15]2[N:13]3[N:14]=[C:9]([NH:8][C@H:5]4[CH2:6][CH2:7][C@H:2]([NH:1][CH2:43][C:44]([OH:45])([CH3:47])[CH3:46])[CH2:3][CH2:4]4)[CH:10]=[C:11]([NH:28][CH:38]4[CH2:39][CH2:40]4)[C:12]3=[N:17][CH:16]=2)=[O:19])[CH:26]=[CH:25][N:24]=1. The catalyst class is: 5. (2) Reactant: C(O[C:6](=O)[NH:7][CH:8]1[CH2:13][CH2:12][N:11]([CH2:14][CH2:15][OH:16])[CH2:10][CH2:9]1)(C)(C)C.[H-].[Al+3].[Li+].[H-].[H-].[H-].O.[OH-].[Na+]. Product: [CH3:6][NH:7][CH:8]1[CH2:13][CH2:12][N:11]([CH2:14][CH2:15][OH:16])[CH2:10][CH2:9]1. The catalyst class is: 7. (3) Reactant: N(OC(C)(C)C)=O.[CH2:8]([O:10][C:11](=[O:28])[CH:12]([NH:18][C:19]([C:21]1[CH:26]=[CH:25][C:24](N)=[CH:23][N:22]=1)=[O:20])[C:13]([O:15][CH2:16][CH3:17])=[O:14])[CH3:9].Cl.C(Cl)(Cl)[Cl:31]. The catalyst class is: 879. Product: [CH2:8]([O:10][C:11](=[O:28])[CH:12]([NH:18][C:19]([C:21]1[CH:26]=[CH:25][C:24]([Cl:31])=[CH:23][N:22]=1)=[O:20])[C:13]([O:15][CH2:16][CH3:17])=[O:14])[CH3:9]. (4) Reactant: C([N:8]1[CH2:12][C@H:11]([C:13]2[CH:18]=[CH:17][C:16]([F:19])=[C:15]([Cl:20])[CH:14]=2)[C@@H:10]([C@@H:21]([O:23][C:24]2[CH:31]=[CH:30][C:27]([C:28]#[N:29])=[CH:26][N:25]=2)[CH3:22])[CH2:9]1)C1C=CC=CC=1.ClC(OC(Cl)C)=O.CCN(C(C)C)C(C)C. Product: [Cl:20][C:15]1[CH:14]=[C:13]([C@H:11]2[CH2:12][NH:8][CH2:9][C@@H:10]2[C@@H:21]([O:23][C:24]2[CH:31]=[CH:30][C:27]([C:28]#[N:29])=[CH:26][N:25]=2)[CH3:22])[CH:18]=[CH:17][C:16]=1[F:19]. The catalyst class is: 11. (5) Reactant: [CH:1]1([CH:7]([C:9]2[CH:10]=[N:11][C:12]([C:15]3[CH:20]=[CH:19][C:18]([C:21]([F:24])([F:23])[F:22])=[CH:17][CH:16]=3)=[N:13][CH:14]=2)[OH:8])[CH2:6][CH2:5][CH2:4][CH2:3][CH2:2]1.C(N(CC)CC)C. Product: [CH:1]1([C:7]([C:9]2[CH:14]=[N:13][C:12]([C:15]3[CH:16]=[CH:17][C:18]([C:21]([F:24])([F:23])[F:22])=[CH:19][CH:20]=3)=[N:11][CH:10]=2)=[O:8])[CH2:2][CH2:3][CH2:4][CH2:5][CH2:6]1. The catalyst class is: 764.